This data is from Catalyst prediction with 721,799 reactions and 888 catalyst types from USPTO. The task is: Predict which catalyst facilitates the given reaction. (1) Reactant: [CH2:1]([O:4][P:5]([O:11][CH2:12][C:13]1[C:21]([Cl:22])=[CH:20][CH:19]=[CH:18][C:14]=1[C:15](O)=[O:16])([O:7][CH2:8][CH:9]=[CH2:10])=[O:6])[CH:2]=[CH2:3].CN(C)C=O.C(Cl)(=O)C([Cl:31])=O. The catalyst class is: 4. Product: [CH2:1]([O:4][P:5]([O:11][CH2:12][C:13]1[C:21]([Cl:22])=[CH:20][CH:19]=[CH:18][C:14]=1[C:15]([Cl:31])=[O:16])([O:7][CH2:8][CH:9]=[CH2:10])=[O:6])[CH:2]=[CH2:3]. (2) Reactant: [Cl:1][C:2]1[CH:8]=[CH:7][C:5]([NH2:6])=[C:4]([N+:9]([O-:11])=[O:10])[CH:3]=1.Cl[C:13](=[O:18])[C:14]([O:16]C)=[O:15].[OH-].[Na+:20]. Product: [Na+:20].[Cl:1][C:2]1[CH:8]=[CH:7][C:5]([NH:6][C:13](=[O:18])[C:14]([O-:16])=[O:15])=[C:4]([N+:9]([O-:11])=[O:10])[CH:3]=1. The catalyst class is: 5.